From a dataset of Reaction yield outcomes from USPTO patents with 853,638 reactions. Predict the reaction yield, written as a fraction of the theoretical maximum amount of product (1.0 means a 100% yield; for example, 0.34 means a 34% yield). (1) The reactants are S(=O)(=O)(O)O.[NH2:6][C:7]1[N:15]=[C:14]([Cl:16])[CH:13]=[CH:12][C:8]=1[C:9]([OH:11])=[O:10].[C:17](=O)([O-])O.[Na+]. The catalyst is CO. The product is [CH3:17][O:10][C:9](=[O:11])[C:8]1[CH:12]=[CH:13][C:14]([Cl:16])=[N:15][C:7]=1[NH2:6]. The yield is 0.680. (2) The reactants are Br[C:2]1[CH:3]=[CH:4][C:5]([O:11][CH2:12][O:13][CH3:14])=[C:6]([N:8]([CH3:10])[CH3:9])[CH:7]=1.[Li]CCCC.[CH3:20][C:21]1[CH:28]=[C:27]([O:29][Si:30]([CH:37]([CH3:39])[CH3:38])([CH:34]([CH3:36])[CH3:35])[CH:31]([CH3:33])[CH3:32])[CH:26]=[C:25]([CH3:40])[C:22]=1[CH:23]=[O:24]. The catalyst is C1COCC1. The product is [CH3:9][N:8]([CH3:10])[C:6]1[CH:7]=[C:2]([CH:23]([C:22]2[C:25]([CH3:40])=[CH:26][C:27]([O:29][Si:30]([CH:31]([CH3:33])[CH3:32])([CH:37]([CH3:39])[CH3:38])[CH:34]([CH3:36])[CH3:35])=[CH:28][C:21]=2[CH3:20])[OH:24])[CH:3]=[CH:4][C:5]=1[O:11][CH2:12][O:13][CH3:14]. The yield is 0.630. (3) The reactants are [OH:1][C:2]1[CH:7]=[CH:6][C:5]([C@H:8]2[CH2:10][C@@H:9]2[C:11]([NH:13][C@@H:14]([C:16]2[CH:21]=[CH:20][C:19]([O:22][CH2:23][C:24]([F:27])([F:26])[F:25])=[CH:18][N:17]=2)[CH3:15])=[O:12])=[CH:4][CH:3]=1.Br.Br[CH2:30][C:31]1[CH:36]=[CH:35][CH:34]=[CH:33][N:32]=1.C(=O)([O-])[O-].[K+].[K+].O. The catalyst is CN(C=O)C. The product is [N:32]1[CH:33]=[CH:34][CH:35]=[CH:36][C:31]=1[CH2:30][O:1][C:2]1[CH:3]=[CH:4][C:5]([C@H:8]2[CH2:10][C@@H:9]2[C:11]([NH:13][C@@H:14]([C:16]2[CH:21]=[CH:20][C:19]([O:22][CH2:23][C:24]([F:27])([F:25])[F:26])=[CH:18][N:17]=2)[CH3:15])=[O:12])=[CH:6][CH:7]=1. The yield is 0.270. (4) The reactants are [CH2:1]([O:8][C:9]([NH:11][CH:12]1[CH2:14][C:13]1([O:20][Si](C(C)(C)C)(C)C)[C:15]([O:17][CH2:18][CH3:19])=[O:16])=[O:10])[C:2]1[CH:7]=[CH:6][CH:5]=[CH:4][CH:3]=1.N1C=CC=CC=1. The catalyst is C1COCC1.CCOCC. The product is [CH2:1]([O:8][C:9]([NH:11][CH:12]1[CH2:14][C:13]1([OH:20])[C:15]([O:17][CH2:18][CH3:19])=[O:16])=[O:10])[C:2]1[CH:3]=[CH:4][CH:5]=[CH:6][CH:7]=1. The yield is 0.930. (5) The reactants are [F:1][C:2]1[CH:7]=[CH:6][C:5]([C:8]2[C:13]([C:14]3[CH:19]=[CH:18][N:17]=[CH:16][CH:15]=3)=[C:12]([C:20]3[CH:25]=[CH:24][C:23]([F:26])=[CH:22][CH:21]=3)[N:11]=[C:10]3[NH:27][N:28]=[CH:29][C:9]=23)=[CH:4][CH:3]=1.[Cl:30]N1C(=O)CCC1=O. The catalyst is CN(C=O)C. The product is [Cl:30][C:29]1[C:9]2[C:10](=[N:11][C:12]([C:20]3[CH:25]=[CH:24][C:23]([F:26])=[CH:22][CH:21]=3)=[C:13]([C:14]3[CH:15]=[CH:16][N:17]=[CH:18][CH:19]=3)[C:8]=2[C:5]2[CH:6]=[CH:7][C:2]([F:1])=[CH:3][CH:4]=2)[NH:27][N:28]=1. The yield is 0.790. (6) The reactants are CN[C:3]([C:5]1[CH:10]=[C:9]([O:11][C:12]2[CH:17]=[CH:16][C:15]([NH2:18])=[CH:14][CH:13]=2)[CH:8]=[CH:7][N:6]=1)=[O:4].[OH-:19].[K+].Cl.[CH3:22][Si](Cl)(C)C. The catalyst is C(O)C.O. The product is [CH3:22][O:19][C:3]([C:5]1[CH:10]=[C:9]([O:11][C:12]2[CH:17]=[CH:16][C:15]([NH2:18])=[CH:14][CH:13]=2)[CH:8]=[CH:7][N:6]=1)=[O:4]. The yield is 0.420. (7) The product is [CH2:3]1[C:4]2([O:9][CH2:8][CH:7]([O:10][C:14]3[CH:19]=[CH:18][N+:17]([O-:20])=[C:16]([CH3:21])[C:15]=3[CH3:22])[CH2:6][O:5]2)[CH2:1][CH2:2]1. The yield is 0.644. The reactants are [CH2:1]1[C:4]2([O:9][CH2:8][CH:7]([OH:10])[CH2:6][O:5]2)[CH2:3][CH2:2]1.[H-].[Na+].Cl[C:14]1[CH:19]=[CH:18][N+:17]([O-:20])=[C:16]([CH3:21])[C:15]=1[CH3:22]. The catalyst is CN(C)C=O. (8) The reactants are Br[C:2]1[CH:3]=[N:4][CH:5]=[C:6]([O:8][CH2:9][C@H:10]2[CH2:14][CH2:13][CH2:12][N:11]2[C:15]([O:17][C:18]([CH3:21])([CH3:20])[CH3:19])=[O:16])[CH:7]=1.[C:22]1([CH2:28][CH2:29][CH2:30][CH2:31][CH:32]2[CH2:37][CH2:36][NH:35][CH2:34][CH2:33]2)[CH:27]=[CH:26][CH:25]=[CH:24][CH:23]=1.CC(C)([O-])C.[K+]. The catalyst is C1(C)C=CC=CC=1.CCOC(C)=O.C1C=CC(/C=C/C(/C=C/C2C=CC=CC=2)=O)=CC=1.C1C=CC(/C=C/C(/C=C/C2C=CC=CC=2)=O)=CC=1.C1C=CC(/C=C/C(/C=C/C2C=CC=CC=2)=O)=CC=1.[Pd].[Pd].C1(P(C2C=CC=CC=2)C2C3OC4C(=CC=CC=4P(C4C=CC=CC=4)C4C=CC=CC=4)C(C)(C)C=3C=CC=2)C=CC=CC=1. The product is [C:18]([O:17][C:15]([N:11]1[CH2:12][CH2:13][CH2:14][C@H:10]1[CH2:9][O:8][C:6]1[CH:5]=[N:4][CH:3]=[C:2]([N:35]2[CH2:36][CH2:37][CH:32]([CH2:31][CH2:30][CH2:29][CH2:28][C:22]3[CH:23]=[CH:24][CH:25]=[CH:26][CH:27]=3)[CH2:33][CH2:34]2)[CH:7]=1)=[O:16])([CH3:21])([CH3:20])[CH3:19]. The yield is 0.740. (9) The reactants are [Cl:1][C:2]1[CH:3]=[C:4]([C:9]2[N:18]([CH2:19][C:20]([NH:22][CH:23]([CH3:25])[CH3:24])=[O:21])[C:17](=[O:26])[C:16]3[C:11](=[CH:12][CH:13]=[C:14]([O:27][CH2:28][CH2:29][CH2:30]Cl)[CH:15]=3)[N:10]=2)[CH:5]=[CH:6][C:7]=1[F:8].C([O-])([O-])=O.[K+].[K+].[NH:38]1[CH2:43][CH2:42][CH2:41][CH2:40][CH2:39]1.[I-].[Na+]. The catalyst is C(#N)C. The product is [Cl:1][C:2]1[CH:3]=[C:4]([C:9]2[N:18]([CH2:19][C:20]([NH:22][CH:23]([CH3:24])[CH3:25])=[O:21])[C:17](=[O:26])[C:16]3[C:11](=[CH:12][CH:13]=[C:14]([O:27][CH2:28][CH2:29][CH2:30][N:38]4[CH2:43][CH2:42][CH2:41][CH2:40][CH2:39]4)[CH:15]=3)[N:10]=2)[CH:5]=[CH:6][C:7]=1[F:8]. The yield is 0.910. (10) The reactants are Cl.Cl.[Cl:3][C:4]1[C:12]2[NH:11][N:10]=[CH:9][C:8]=2[C:7]2[CH2:13][N:14]([CH2:23][C:24]3[CH:29]=[CH:28][N:27]=[CH:26][CH:25]=3)[C:15](=[O:22])[C@H:16]([CH2:18][C:19](O)=[O:20])[CH2:17][C:6]=2[CH:5]=1.Cl.[O:31]=[C:32]1[N:41]([CH:42]2[CH2:47][CH2:46][NH:45][CH2:44][CH2:43]2)[CH2:40][C:39]2[C:34](=[CH:35][CH:36]=[CH:37][CH:38]=2)[NH:33]1.ClC1C2NN=CC=2C2CN(CC(C)(C)C)C(=O)[C@H](CC(=O)N3CCC(N4CC5C(=CC=CC=5)NC4=O)CC3)CC=2C=1. No catalyst specified. The product is [Cl:3][C:4]1[C:12]2[NH:11][N:10]=[CH:9][C:8]=2[C:7]2[CH2:13][N:14]([CH2:23][C:24]3[CH:25]=[CH:26][N:27]=[CH:28][CH:29]=3)[C:15](=[O:22])[C@H:16]([CH2:18][C:19](=[O:20])[N:45]3[CH2:44][CH2:43][CH:42]([N:41]4[CH2:40][C:39]5[C:34](=[CH:35][CH:36]=[CH:37][CH:38]=5)[NH:33][C:32]4=[O:31])[CH2:47][CH2:46]3)[CH2:17][C:6]=2[CH:5]=1. The yield is 0.270.